From a dataset of Full USPTO retrosynthesis dataset with 1.9M reactions from patents (1976-2016). Predict the reactants needed to synthesize the given product. (1) Given the product [O:1]1[C:5]2[CH:6]=[CH:7][C:8]([C@H:10]([NH:15][C:16](=[O:38])[NH:17][C@@H:18]([CH2:34][CH2:35][CH2:36][CH3:37])[C:19]([N:21]([CH2:22][C:23]3[S:24][CH:25]=[CH:26][CH:27]=3)[CH2:28][C:29]3[S:30][CH:31]=[CH:32][CH:33]=3)=[O:20])[CH2:11][C:12]([O:14][CH3:39])=[O:13])=[CH:9][C:4]=2[O:3][CH2:2]1, predict the reactants needed to synthesize it. The reactants are: [O:1]1[C:5]2[CH:6]=[CH:7][C:8]([C@H:10]([NH:15][C:16](=[O:38])[NH:17][C@@H:18]([CH2:34][CH2:35][CH2:36][CH3:37])[C:19]([N:21]([CH2:28][C:29]3[S:30][CH:31]=[CH:32][CH:33]=3)[CH2:22][C:23]3[S:24][CH:25]=[CH:26][CH:27]=3)=[O:20])[CH2:11][C:12]([OH:14])=[O:13])=[CH:9][C:4]=2[O:3][CH2:2]1.[C:39](=O)([O-])[O-].[Na+].[Na+].IC. (2) Given the product [N+:19]([C:18]1[C:13]([N:8]2[CH2:9][CH2:10][C:11]3[NH:3][CH:4]=[N:5][C:6]=3[CH2:7]2)=[N:14][CH:15]=[CH:16][CH:17]=1)([O-:21])=[O:20], predict the reactants needed to synthesize it. The reactants are: Cl.Cl.[NH:3]1[C:11]2[CH2:10][CH2:9][NH:8][CH2:7][C:6]=2[N:5]=[CH:4]1.Cl[C:13]1[C:18]([N+:19]([O-:21])=[O:20])=[CH:17][CH:16]=[CH:15][N:14]=1.C([O-])([O-])=O.[K+].[K+].